From a dataset of Full USPTO retrosynthesis dataset with 1.9M reactions from patents (1976-2016). Predict the reactants needed to synthesize the given product. (1) Given the product [F:24][CH:2]([F:1])[O:3][CH2:4][C@@H:5]([O:7][C:8]1[CH:22]=[C:21]([CH:20]=[C:10]([C:11](=[O:12])[NH:13][C:14]2[CH:18]=[CH:17][N:16]([CH3:19])[N:15]=2)[CH:9]=1)[O:23][C:26]1[N:27]=[CH:28][C:29]([C:32]([N:34]([CH3:36])[CH3:35])=[O:33])=[N:30][CH:31]=1)[CH3:6], predict the reactants needed to synthesize it. The reactants are: [F:1][CH:2]([F:24])[O:3][CH2:4][C@@H:5]([O:7][C:8]1[CH:9]=[C:10]([CH:20]=[C:21]([OH:23])[CH:22]=1)[C:11]([NH:13][C:14]1[CH:18]=[CH:17][N:16]([CH3:19])[N:15]=1)=[O:12])[CH3:6].Cl[C:26]1[N:27]=[CH:28][C:29]([C:32]([N:34]([CH3:36])[CH3:35])=[O:33])=[N:30][CH:31]=1.C(=O)([O-])[O-].[K+].[K+].C(OCC)(=O)C. (2) Given the product [CH2:20]([O:19][C:17]([C:9]1[N:8]([CH2:7][C:6]([OH:22])=[O:5])[C:16]2[C:11]([CH:10]=1)=[CH:12][CH:13]=[CH:14][CH:15]=2)=[O:18])[CH3:21], predict the reactants needed to synthesize it. The reactants are: C([O:5][C:6](=[O:22])[CH2:7][N:8]1[C:16]2[C:11](=[CH:12][CH:13]=[CH:14][CH:15]=2)[CH:10]=[C:9]1[C:17]([O:19][CH2:20][CH3:21])=[O:18])(C)(C)C. (3) The reactants are: CB1N2CCC[C@@H]2C(C2C=CC=CC=2)(C2C=CC=CC=2)O1.[C:22]1([CH3:36])[CH:27]=[CH:26][CH:25]=[C:24]([C:28]2[O:32][N:31]=[C:30]([C:33](=[O:35])[CH3:34])[CH:29]=2)[CH:23]=1.Cl. Given the product [C:22]1([CH3:36])[CH:27]=[CH:26][CH:25]=[C:24]([C:28]2[O:32][N:31]=[C:30]([C@@H:33]([OH:35])[CH3:34])[CH:29]=2)[CH:23]=1, predict the reactants needed to synthesize it. (4) The reactants are: [Cl:1][C:2]1[CH:7]=[CH:6][N:5]([C:8]2[C:13]([F:14])=[CH:12][CH:11]=[CH:10][C:9]=2[F:15])[C:4](=[O:16])[C:3]=1[CH:17]=[N:18]O.P(Cl)(Cl)(Cl)=O. Given the product [Cl:1][C:2]1[CH:7]=[CH:6][N:5]([C:8]2[C:13]([F:14])=[CH:12][CH:11]=[CH:10][C:9]=2[F:15])[C:4](=[O:16])[C:3]=1[C:17]#[N:18], predict the reactants needed to synthesize it. (5) Given the product [NH2:12][C:9]1[CH:10]=[CH:11][C:2]([O:1][CH:23]([C:18]2[CH:19]=[CH:20][C:21]([Cl:22])=[C:16]([Cl:15])[CH:17]=2)[C:25]2[CH:26]=[CH:27][CH:28]=[CH:29][CH:30]=2)=[C:3]([CH:8]=1)[C:4]([O:6][CH3:7])=[O:5], predict the reactants needed to synthesize it. The reactants are: [OH:1][C:2]1[CH:11]=[CH:10][C:9]([N+:12]([O-])=O)=[CH:8][C:3]=1[C:4]([O:6][CH3:7])=[O:5].[Cl:15][C:16]1[CH:17]=[C:18]([CH:23]([C:25]2[CH:30]=[CH:29][CH:28]=[CH:27][CH:26]=2)O)[CH:19]=[CH:20][C:21]=1[Cl:22].C1(P(C2C=CC=CC=2)C2C=CC=CC=2)C=CC=CC=1.[Cl-].[Ca+2].[Cl-]. (6) The reactants are: [C:1]([C:3]1[CH:4]=[C:5]([C:10]2[CH:11]=[C:12]([CH:17]=[CH:18][N:19]=2)[C:13]([O:15][CH3:16])=[O:14])[CH:6]=[CH:7][C:8]=1F)#[N:2].[NH2:20][CH2:21][CH:22]1[CH2:27][CH2:26][CH2:25][CH2:24][CH2:23]1. Given the product [C:1]([C:3]1[CH:4]=[C:5]([C:10]2[CH:11]=[C:12]([CH:17]=[CH:18][N:19]=2)[C:13]([O:15][CH3:16])=[O:14])[CH:6]=[CH:7][C:8]=1[NH:20][CH2:21][CH:22]1[CH2:27][CH2:26][CH2:25][CH2:24][CH2:23]1)#[N:2], predict the reactants needed to synthesize it. (7) Given the product [OH:2][C:3]1[CH:12]=[CH:11][C:10]2[NH:9][C:8](=[O:13])[C:7]3[S:14][CH:15]=[CH:16][C:6]=3[C:5]=2[C:4]=1[C:17]1[CH:22]=[CH:21][C:20]([CH2:23][NH:24][CH3:25])=[CH:19][CH:18]=1, predict the reactants needed to synthesize it. The reactants are: C[O:2][C:3]1[CH:12]=[CH:11][C:10]2[NH:9][C:8](=[O:13])[C:7]3[S:14][CH:15]=[CH:16][C:6]=3[C:5]=2[C:4]=1[C:17]1[CH:22]=[CH:21][C:20]([CH2:23][NH:24][CH3:25])=[CH:19][CH:18]=1.BrB(Br)Br.